From a dataset of Catalyst prediction with 721,799 reactions and 888 catalyst types from USPTO. Predict which catalyst facilitates the given reaction. (1) Reactant: [CH2:1]([NH:8][CH2:9][CH2:10][N:11]1[C:20]2[C:15]([C:16](=[O:22])[NH:17][C:18](=[O:21])[N:19]=2)=[N:14][C:13]2[CH:23]=[C:24]([CH3:28])[C:25]([CH3:27])=[CH:26][C:12]1=2)[C:2]1[CH:7]=[CH:6][CH:5]=[CH:4][CH:3]=1.[C:29](O[C:29]([O:31][C:32]([CH3:35])([CH3:34])[CH3:33])=[O:30])([O:31][C:32]([CH3:35])([CH3:34])[CH3:33])=[O:30].CCN(CC)CC. Product: [CH2:1]([N:8]([CH2:9][CH2:10][N:11]1[C:20]2[C:15]([C:16](=[O:22])[NH:17][C:18](=[O:21])[N:19]=2)=[N:14][C:13]2[CH:23]=[C:24]([CH3:28])[C:25]([CH3:27])=[CH:26][C:12]1=2)[C:29](=[O:30])[O:31][C:32]([CH3:35])([CH3:34])[CH3:33])[C:2]1[CH:3]=[CH:4][CH:5]=[CH:6][CH:7]=1. The catalyst class is: 5. (2) Reactant: [Cl:1][C:2]1[CH:10]=[C:9]2[C:5]([C:6]([C:18]([O:20]C)=[O:19])=[CH:7][N:8]2C(OC(C)(C)C)=O)=[CH:4][C:3]=1[C:22]1[CH:27]=[CH:26][C:25]([O:28][CH2:29][C:30]2[CH:31]=[N:32][CH:33]=[CH:34][CH:35]=2)=[CH:24][CH:23]=1.[OH-].[Na+]. Product: [Cl:1][C:2]1[CH:10]=[C:9]2[C:5]([C:6]([C:18]([OH:20])=[O:19])=[CH:7][NH:8]2)=[CH:4][C:3]=1[C:22]1[CH:23]=[CH:24][C:25]([O:28][CH2:29][C:30]2[CH:31]=[N:32][CH:33]=[CH:34][CH:35]=2)=[CH:26][CH:27]=1. The catalyst class is: 5.